Task: Predict the reaction yield, written as a fraction of the theoretical maximum amount of product (1.0 means a 100% yield; for example, 0.34 means a 34% yield).. Dataset: Reaction yield outcomes from USPTO patents with 853,638 reactions (1) The reactants are [N+:1]([O-:4])([O-])=[O:2].[K+].[C:6]([NH:9][C:10]1[CH:20]=[CH:19][C:18]([Cl:21])=[CH:17][C:11]=1[CH2:12][O:13][C:14](=[O:16])[CH3:15])(=[O:8])[CH3:7]. The catalyst is OS(O)(=O)=O. The product is [C:6]([NH:9][C:10]1[C:20]([N+:1]([O-:4])=[O:2])=[CH:19][C:18]([Cl:21])=[CH:17][C:11]=1[CH2:12][O:13][C:14](=[O:16])[CH3:15])(=[O:8])[CH3:7]. The yield is 0.200. (2) The reactants are [CH2:1]([N:8]1[C:12]2[N:13]=[CH:14][C:15]3[CH:16]=[C:17](Br)[C:18]([O:21][CH3:22])=[CH:19][C:20]=3[C:11]=2[C:10]([CH:24]2[CH2:26][CH2:25]2)=[N:9]1)[C:2]1[CH:7]=[CH:6][CH:5]=[CH:4][CH:3]=1.[B:27]1([B:27]2[O:31][C:30]([CH3:33])([CH3:32])[C:29]([CH3:35])([CH3:34])[O:28]2)[O:31][C:30]([CH3:33])([CH3:32])[C:29]([CH3:35])([CH3:34])[O:28]1.C([O-])(=O)C.[K+]. The catalyst is O1CCOCC1.C1C=CC(P(C2C=CC=CC=2)[C-]2C=CC=C2)=CC=1.C1C=CC(P(C2C=CC=CC=2)[C-]2C=CC=C2)=CC=1.Cl[Pd]Cl.[Fe+2]. The product is [CH2:1]([N:8]1[C:12]2[N:13]=[CH:14][C:15]3[CH:16]=[C:17]([B:27]4[O:31][C:30]([CH3:33])([CH3:32])[C:29]([CH3:35])([CH3:34])[O:28]4)[C:18]([O:21][CH3:22])=[CH:19][C:20]=3[C:11]=2[C:10]([CH:24]2[CH2:26][CH2:25]2)=[N:9]1)[C:2]1[CH:7]=[CH:6][CH:5]=[CH:4][CH:3]=1. The yield is 0.630. (3) The reactants are [O:1]1[C:6]2[CH:7]=[CH:8][C:9]([NH2:11])=[CH:10][C:5]=2[O:4][CH2:3][CH2:2]1.Cl.Cl[CH2:14][CH2:15][NH:16][CH2:17][CH2:18]Cl.C(=O)([O-])[O-].[K+].[K+]. The catalyst is ClC1C=CC=CC=1. The product is [O:1]1[C:6]2[CH:7]=[CH:8][C:9]([N:11]3[CH2:18][CH2:17][NH:16][CH2:15][CH2:14]3)=[CH:10][C:5]=2[O:4][CH2:3][CH2:2]1. The yield is 0.300.